The task is: Predict the product of the given reaction.. This data is from Forward reaction prediction with 1.9M reactions from USPTO patents (1976-2016). (1) The product is: [CH3:1][O:2][C:3]1[C:11]([O:12][CH3:13])=[CH:10][CH:9]=[CH:8][C:4]=1[CH2:5][N:15]([CH3:14])[C:44](=[O:46])/[CH:43]=[CH:42]/[C:37]1[CH:38]=[N:39][C:40]2[NH:41][C:32](=[O:31])[CH2:33][CH2:34][C:35]=2[CH:36]=1. Given the reactants [CH3:1][O:2][C:3]1[C:11]([O:12][CH3:13])=[CH:10][CH:9]=[CH:8][C:4]=1[CH2:5]CN.[CH3:14][NH:15]CC1C=CC2C(=CC=CC=2)C=1CCC.Cl.[O:31]=[C:32]1[NH:41][C:40]2[N:39]=[CH:38][C:37](/[CH:42]=[CH:43]/[C:44]([OH:46])=O)=[CH:36][C:35]=2[CH2:34][CH2:33]1.Cl.CN1CC2C=C(/C=C/C(O)=O)C=NC=2NC(=O)C1, predict the reaction product. (2) Given the reactants [CH2:1]([C:4]1([CH2:22][CH3:23])[CH2:13][C:12]2[C:7](=[CH:8][CH:9]=[CH:10][CH:11]=2)[N:6]([C:14]2[CH:19]=[CH:18][C:17]([CH3:20])=[CH:16][CH:15]=2)[C:5]1=[O:21])[CH:2]=[CH2:3].B1C2CCCC1CCC2.C(OCC)(=[O:35])C.O, predict the reaction product. The product is: [CH2:22]([C:4]1([CH2:1][CH2:2][CH2:3][OH:35])[CH2:13][C:12]2[C:7](=[CH:8][CH:9]=[CH:10][CH:11]=2)[N:6]([C:14]2[CH:15]=[CH:16][C:17]([CH3:20])=[CH:18][CH:19]=2)[C:5]1=[O:21])[CH3:23]. (3) Given the reactants Br[C:2]1[CH:3]=[C:4]([NH2:20])[C:5]2[CH:6]=[N:7][N:8]([S:11]([C:14]3[CH:19]=[CH:18][CH:17]=[CH:16][CH:15]=3)(=[O:13])=[O:12])[C:9]=2[CH:10]=1.CC1(C)C(C)(C)OB([C:29]2[CH:37]=[CH:36][CH:35]=[C:34]3[C:30]=2[CH:31]=[CH:32][NH:33]3)O1.C(=O)([O-])[O-].[Na+].[Na+].O, predict the reaction product. The product is: [NH:33]1[C:34]2[C:30](=[C:29]([C:2]3[CH:3]=[C:4]([NH2:20])[C:5]4[CH:6]=[N:7][N:8]([S:11]([C:14]5[CH:19]=[CH:18][CH:17]=[CH:16][CH:15]=5)(=[O:13])=[O:12])[C:9]=4[CH:10]=3)[CH:37]=[CH:36][CH:35]=2)[CH:31]=[CH:32]1. (4) Given the reactants [Cl:1][CH:2]([CH3:23])[C:3]([NH:5][C:6]1[C:7]([C:13]2[NH:14][C:15]3[C:20]([CH:21]=2)=[C:19]([F:22])[CH:18]=[CH:17][CH:16]=3)=[N:8][C:9]([Cl:12])=[CH:10][CH:11]=1)=O, predict the reaction product. The product is: [Cl:12][C:9]1[CH:10]=[CH:11][C:6]2[N:5]=[C:3]([CH:2]([Cl:1])[CH3:23])[N:14]3[C:15]4[CH:16]=[CH:17][CH:18]=[C:19]([F:22])[C:20]=4[CH:21]=[C:13]3[C:7]=2[N:8]=1. (5) The product is: [CH2:2]([S:34]([C:15]1[N:19]([C:20]2[N:32]([CH3:33])[C:23]3=[N:24][CH:25]=[C:26]([C:28]([F:31])([F:29])[F:30])[CH:27]=[C:22]3[N:21]=2)[CH:18]=[CH:17][N:16]=1)(=[O:38])=[O:36])[CH3:11]. Given the reactants Cl[C:2]1C=C(C=C[CH:11]=1)C(OO)=O.C(S[C:15]1[N:19]([C:20]2[N:32]([CH3:33])[C:23]3=[N:24][CH:25]=[C:26]([C:28]([F:31])([F:30])[F:29])[CH:27]=[C:22]3[N:21]=2)[CH:18]=[CH:17][N:16]=1)C.[S:34]([O-:38])([O-])(=[O:36])=S.[Na+].[Na+], predict the reaction product. (6) Given the reactants [CH3:1][O:2][C:3]1[CH:4]=[C:5]2[C:10](=[CH:11][C:12]=1[CH3:13])[C:9](=O)[CH2:8][CH2:7][CH2:6]2.Cl.[NH2:16][OH:17].C([O-])(=O)C.[Na+], predict the reaction product. The product is: [CH3:1][O:2][C:3]1[CH:4]=[C:5]2[C:10](=[CH:11][C:12]=1[CH3:13])/[C:9](=[N:16]/[OH:17])/[CH2:8][CH2:7][CH2:6]2. (7) Given the reactants [C:1]([O:5][C:6](=[O:26])[NH:7][CH:8]1[CH:13]=[CH:12][C:11]([I:14])=[CH:10][C:9]1(C1C=C(F)C=C(F)C=1C#N)[F:15])([CH3:4])([CH3:3])[CH3:2].C([O-])([O-])=O.[Cs+].[Cs+].[C:33]([O:37][C:38](=[O:47])[NH:39][C:40]1[CH:45]=[CH:44][CH:43]=[C:42]([OH:46])[CH:41]=1)([CH3:36])([CH3:35])[CH3:34].C[N:49]([CH:51]=O)C, predict the reaction product. The product is: [C:1]([O:5][C:6](=[O:26])[N:7]([C:11]1[CH:10]=[C:9]([F:15])[CH:8]=[C:13]([O:46][C:42]2[CH:43]=[CH:44][CH:45]=[C:40]([NH:39][C:38]([O:37][C:33]([CH3:36])([CH3:34])[CH3:35])=[O:47])[CH:41]=2)[C:12]=1[C:51]#[N:49])[C:8]1[CH:13]=[CH:12][C:11]([I:14])=[CH:10][C:9]=1[F:15])([CH3:2])([CH3:3])[CH3:4]. (8) Given the reactants [C:1]([NH:4][CH:5]([CH2:9][C:10]1[C:19]2[C:14](=[CH:15][CH:16]=[CH:17][CH:18]=2)[C:13]([NH2:20])=[CH:12][CH:11]=1)[C:6]([OH:8])=O)(=[O:3])[CH3:2].Cl.CN(C)CCCN=C=NCC.O.O[N:35]1[C:39]2C=[CH:41][CH:42]=[CH:43][C:38]=2N=N1.C(N)CCCC, predict the reaction product. The product is: [C:1]([NH:4][CH:5]([CH2:9][C:10]1[C:19]2[C:14](=[CH:15][CH:16]=[CH:17][CH:18]=2)[C:13]([NH2:20])=[CH:12][CH:11]=1)[C:6]([NH:35][CH2:39][CH2:38][CH2:43][CH2:42][CH3:41])=[O:8])(=[O:3])[CH3:2].